Task: Binary Classification. Given a drug SMILES string, predict its activity (active/inactive) in a high-throughput screening assay against a specified biological target.. Dataset: Orexin1 receptor HTS with 218,158 compounds and 233 confirmed actives (1) The drug is S(=O)(=O)(NCC(N1CCN(CC1)C)c1ccc(F)cc1)c1ccc([N+]([O-])=O)cc1. The result is 0 (inactive). (2) The compound is s1c=2n(C(=N)/C(=C/c3c(=O)c4c(oc3)ccc(O)c4)C(=O)N2)cc1. The result is 0 (inactive). (3) The molecule is O=C(N1CCC(Oc2ccc(cc2)C(=O)N(Cc2ccccc2)CCO)CC1)C1CC1. The result is 0 (inactive). (4) The molecule is ClCC(=O)c1c(n(CC(C)C)c(=O)n(c1=O)C)N. The result is 0 (inactive).